From a dataset of Retrosynthesis with 50K atom-mapped reactions and 10 reaction types from USPTO. Predict the reactants needed to synthesize the given product. (1) The reactants are: CS(=O)(=O)Cl.O=CN1CCNCC1. Given the product CS(=O)(=O)N1CCN(C=O)CC1, predict the reactants needed to synthesize it. (2) Given the product Cc1cnc2cc(-c3ccc(S(=O)(=O)N4CCC5(CC4)CN(C4CC4)C(=O)CO5)cc3)ccc2c1, predict the reactants needed to synthesize it. The reactants are: CC1(C)OB(c2ccc(S(=O)(=O)N3CCC4(CC3)CN(C3CC3)C(=O)CO4)cc2)OC1(C)C.Cc1cnc2cc(Br)ccc2c1.